From a dataset of Full USPTO retrosynthesis dataset with 1.9M reactions from patents (1976-2016). Predict the reactants needed to synthesize the given product. (1) Given the product [ClH:34].[OH:24][C:21]([CH3:23])([CH3:22])[CH2:20][N:17]1[CH:18]=[CH:19][C:15]([NH:14][C:13](=[O:25])[C@@H:8]([NH2:7])[CH2:9][CH:10]([CH3:11])[CH3:12])=[N:16]1, predict the reactants needed to synthesize it. The reactants are: C(OC(=O)[NH:7][C@H:8]([C:13](=[O:25])[NH:14][C:15]1[CH:19]=[CH:18][N:17]([CH2:20][C:21]([OH:24])([CH3:23])[CH3:22])[N:16]=1)[CH2:9][CH:10]([CH3:12])[CH3:11])(C)(C)C.FC(F)(F)C(O)=O.[Cl:34]CCl. (2) Given the product [CH:18]1[C:27]2[C:22](=[CH:23][CH:24]=[CH:25][CH:26]=2)[CH:21]=[CH:20][C:19]=1[NH:28][C:29](=[O:30])[O:17][C:13]1[CH:12]=[C:11]2[C:16](=[CH:15][CH:14]=1)[N:8]([CH2:1][C:2]1[CH:3]=[CH:4][CH:5]=[CH:6][CH:7]=1)[CH2:9][CH2:10]2, predict the reactants needed to synthesize it. The reactants are: [CH2:1]([N:8]1[C:16]2[C:11](=[CH:12][C:13]([OH:17])=[CH:14][CH:15]=2)[CH2:10][CH2:9]1)[C:2]1[CH:7]=[CH:6][CH:5]=[CH:4][CH:3]=1.[CH:18]1[C:27]2[C:22](=[CH:23][CH:24]=[CH:25][CH:26]=2)[CH:21]=[CH:20][C:19]=1[N:28]=[C:29]=[O:30]. (3) The reactants are: [O:1]1[CH:5]=[CH:4][CH:3]=[C:2]1[C:6]1[N:19]=[C:9]2[N:10]=[C:11](S(C)(=O)=O)[N:12]=[C:13]([NH2:14])[N:8]2[N:7]=1.[CH:20]12[CH2:26][CH:23]([NH:24][CH2:25]1)[CH2:22][NH:21]2. Given the product [CH:20]12[CH2:26][CH:23]([NH:24][CH2:25]1)[CH2:22][N:21]2[C:11]1[N:12]=[C:13]([NH2:14])[N:8]2[N:7]=[C:6]([C:2]3[O:1][CH:5]=[CH:4][CH:3]=3)[N:19]=[C:9]2[N:10]=1, predict the reactants needed to synthesize it. (4) Given the product [CH2:11]([N:15]1[C:19]2[CH:20]=[CH:21][C:22]([CH:24]=[O:25])=[CH:23][C:18]=2[N:17]([CH2:26][CH3:1])[C:16]1=[O:27])[CH3:12], predict the reactants needed to synthesize it. The reactants are: [C:1](Cl)(=O)C(Cl)=O.CS(C)=O.[CH:11]1([N:15]2[C:19]3[CH:20]=[CH:21][C:22]([CH2:24][OH:25])=[CH:23][C:18]=3[N:17]([CH3:26])[C:16]2=[O:27])CC[CH2:12]1.C(N(CC)CC)C. (5) Given the product [F:32][C:33]1[CH:40]=[CH:39][C:36]([CH2:37][N:11]([CH2:12][C:13]2[CH:31]=[CH:30][C:16]([O:17][C:18]3[CH:23]=[CH:22][C:21]([CH2:24][CH2:25][C:26]([O:28][CH3:29])=[O:27])=[CH:20][CH:19]=3)=[CH:15][CH:14]=2)[C:3]2[CH:4]=[CH:5][CH:6]=[C:7]([N+:8]([O-:10])=[O:9])[C:2]=2[CH3:1])=[CH:35][CH:34]=1, predict the reactants needed to synthesize it. The reactants are: [CH3:1][C:2]1[C:7]([N+:8]([O-:10])=[O:9])=[CH:6][CH:5]=[CH:4][C:3]=1[NH:11][CH2:12][C:13]1[CH:31]=[CH:30][C:16]([O:17][C:18]2[CH:23]=[CH:22][C:21]([CH2:24][CH2:25][C:26]([O:28][CH3:29])=[O:27])=[CH:20][CH:19]=2)=[CH:15][CH:14]=1.[F:32][C:33]1[CH:40]=[CH:39][C:36]([CH2:37]Br)=[CH:35][CH:34]=1. (6) Given the product [NH2:29][CH2:1][C:3]1[CH:8]=[CH:7][C:6]([CH2:9][N:10]2[CH2:11][CH2:12][N:13]([C:16]3[C:21]([C:22]([O:24][CH:25]([CH3:27])[CH3:26])=[O:23])=[CH:20][CH:19]=[CH:18][N:17]=3)[CH2:14][CH2:15]2)=[CH:5][CH:4]=1, predict the reactants needed to synthesize it. The reactants are: [CH:1]([C:3]1[CH:8]=[CH:7][C:6]([CH2:9][N:10]2[CH2:15][CH2:14][N:13]([C:16]3[C:21]([C:22]([O:24][CH:25]([CH3:27])[CH3:26])=[O:23])=[CH:20][CH:19]=[CH:18][N:17]=3)[CH2:12][CH2:11]2)=[CH:5][CH:4]=1)=O.[OH-].[NH3:29]. (7) Given the product [Cl:27][C:28]1[CH:33]=[CH:32][C:31]([CH:34]2[N:38]([C:39]([N:41]3[CH2:46][CH2:45][NH:44][C:43](=[O:19])[CH2:42]3)=[O:40])[C:37]([C:48]3[CH:53]=[CH:52][C:51]([O:54][CH3:55])=[CH:50][C:49]=3[O:56][CH2:57][CH3:58])=[N:36][CH:35]2[CH2:59][CH2:60][CH3:61])=[CH:30][CH:29]=1, predict the reactants needed to synthesize it. The reactants are: ClC1C=CC(C2NC(C3C=CC([O:19]C)=CC=3OCC)=NC2CCC)=CC=1.[Cl:27][C:28]1[CH:33]=[CH:32][C:31]([CH:34]2[N:38]([C:39]([N:41]3[CH2:46][CH2:45][N:44](C)[CH2:43][CH2:42]3)=[O:40])[C:37]([C:48]3[CH:53]=[CH:52][C:51]([O:54][CH3:55])=[CH:50][C:49]=3[O:56][CH2:57][CH3:58])=[N:36][CH:35]2[CH2:59][CH:60]2CCC[CH2:61]2)=[CH:30][CH:29]=1. (8) Given the product [Cl:19][C:20]1[CH:25]=[C:24]([C:26]2([C:7]3[CH:8]=[C:9]([CH3:18])[C:10]([O:14][CH:15]([F:17])[F:16])=[C:11]([CH3:13])[CH:12]=3)[C:34]3[C:35](=[N:36][CH:37]=[CH:38][CH:39]=3)[C:40]([NH2:41])=[N:27]2)[CH:23]=[CH:22][N:21]=1, predict the reactants needed to synthesize it. The reactants are: C([Li])CCC.Br[C:7]1[CH:8]=[C:9]([CH3:18])[C:10]([O:14][CH:15]([F:17])[F:16])=[C:11]([CH3:13])[CH:12]=1.[Cl:19][C:20]1[CH:25]=[C:24]([C:26]([C:34]2[C:35]([C:40]#[N:41])=[N:36][CH:37]=[CH:38][CH:39]=2)=[N:27]S(C(C)(C)C)=O)[CH:23]=[CH:22][N:21]=1.Cl.C([O-])(O)=O.[Na+]. (9) The reactants are: F[P-](F)(F)(F)(F)F.CN(C(ON1C2=NC=CC=C2N=N1)=[N+](C)C)C.C(N(CC)C(C)C)(C)C.[C:34]([O:38][C:39]([NH:41][CH2:42][C@H:43]1[CH2:48][CH2:47][C@H:46]([C:49]([NH:51][C@H:52]([C:70](=[O:83])[NH:71][C:72]2[CH:77]=[CH:76][C:75]([C:78]3[N:79]=[N:80][NH:81][N:82]=3)=[CH:74][CH:73]=2)[CH2:53][C:54]2[CH:59]=[CH:58][C:57]([C:60]3[CH:65]=[CH:64][CH:63]=[C:62]([C:66]([OH:68])=O)[C:61]=3[F:69])=[CH:56][CH:55]=2)=[O:50])[CH2:45][CH2:44]1)=[O:40])([CH3:37])([CH3:36])[CH3:35].[C:84]([O:88][C:89]([N:91]1[CH2:95][CH2:94][C@@H:93]([NH2:96])[CH2:92]1)=[O:90])([CH3:87])([CH3:86])[CH3:85]. Given the product [C:34]([O:38][C:39]([NH:41][CH2:42][C@H:43]1[CH2:48][CH2:47][C@H:46]([C:49]([NH:51][C@H:52]([C:70](=[O:83])[NH:71][C:72]2[CH:77]=[CH:76][C:75]([C:78]3[N:82]=[N:81][NH:80][N:79]=3)=[CH:74][CH:73]=2)[CH2:53][C:54]2[CH:55]=[CH:56][C:57]([C:60]3[CH:65]=[CH:64][CH:63]=[C:62]([C:66]([NH:96][C@@H:93]4[CH2:94][CH2:95][N:91]([C:89]([O:88][C:84]([CH3:87])([CH3:86])[CH3:85])=[O:90])[CH2:92]4)=[O:68])[C:61]=3[F:69])=[CH:58][CH:59]=2)=[O:50])[CH2:45][CH2:44]1)=[O:40])([CH3:37])([CH3:35])[CH3:36], predict the reactants needed to synthesize it.